The task is: Predict which catalyst facilitates the given reaction.. This data is from Catalyst prediction with 721,799 reactions and 888 catalyst types from USPTO. (1) Reactant: C1(P(C2C=CC=CC=2)C2C=CC=CC=2)C=CC=CC=1.[F:20][C:21]1[C:22]([OH:43])=[C:23]([CH:37]=[C:38]([N+:40]([O-:42])=[O:41])[CH:39]=1)[CH2:24][N:25]([CH3:36])[C:26](=[O:35])[O:27][CH2:28][C:29]1[CH:34]=[CH:33][CH:32]=[CH:31][CH:30]=1.[F:44][CH2:45][CH:46](O)[CH2:47][F:48].CC(OC(/N=N/C(OC(C)C)=O)=O)C. Product: [F:44][CH2:45][CH:46]([O:43][C:22]1[C:21]([F:20])=[CH:39][C:38]([N+:40]([O-:42])=[O:41])=[CH:37][C:23]=1[CH2:24][N:25]([CH3:36])[C:26](=[O:35])[O:27][CH2:28][C:29]1[CH:30]=[CH:31][CH:32]=[CH:33][CH:34]=1)[CH2:47][F:48]. The catalyst class is: 1. (2) Reactant: [OH:1][CH:2]([C:16]1[CH:21]=[CH:20][C:19]([C:22]2[N:26]=[C:25]([C:27]3[O:31][N:30]=[C:29]([C:32]4[CH:37]=[CH:36][CH:35]=[CH:34][CH:33]=4)[C:28]=3[C:38]([F:41])([F:40])[F:39])[O:24][N:23]=2)=[CH:18][CH:17]=1)[C:3]([NH:5][CH2:6][CH2:7][NH:8]C(=O)OC(C)(C)C)=[O:4].[C:42]([OH:48])([C:44]([F:47])([F:46])[F:45])=[O:43]. Product: [NH2:8][CH2:7][CH2:6][NH:5][C:3](=[O:4])[CH:2]([OH:1])[C:16]1[CH:21]=[CH:20][C:19]([C:22]2[N:26]=[C:25]([C:27]3[O:31][N:30]=[C:29]([C:32]4[CH:37]=[CH:36][CH:35]=[CH:34][CH:33]=4)[C:28]=3[C:38]([F:41])([F:40])[F:39])[O:24][N:23]=2)=[CH:18][CH:17]=1.[C:42]([OH:48])([C:44]([F:47])([F:46])[F:45])=[O:43]. The catalyst class is: 4. (3) Reactant: [CH3:1][O:2][C:3]1[C:4]([N+:21]([O-])=O)=[CH:5][C:6]2[CH:12]([CH3:13])[CH2:11][N:10]([C:14](=[O:19])[C:15]([F:18])([F:17])[F:16])[CH2:9][CH2:8][C:7]=2[N:20]=1. Product: [CH3:1][O:2][C:3]1[C:4]([NH2:21])=[CH:5][C:6]2[CH:12]([CH3:13])[CH2:11][N:10]([C:14](=[O:19])[C:15]([F:18])([F:16])[F:17])[CH2:9][CH2:8][C:7]=2[N:20]=1. The catalyst class is: 50. (4) Reactant: [Si:1]([O:8][CH2:9][C:10]1[C:11](Cl)=[N:12][C:13]([CH2:16][C:17]2[C:22]([F:23])=[CH:21][CH:20]=[CH:19][C:18]=2[F:24])=[CH:14][CH:15]=1)([C:4]([CH3:7])([CH3:6])[CH3:5])([CH3:3])[CH3:2].[F:26][C:27]1[CH:32]=[C:31]([F:33])[CH:30]=[CH:29][C:28]=1B(O)O.C([O-])([O-])=O.[Na+].[Na+]. Product: [Si:1]([O:8][CH2:9][C:10]1[C:11]([C:30]2[CH:29]=[CH:28][C:27]([F:26])=[CH:32][C:31]=2[F:33])=[N:12][C:13]([CH2:16][C:17]2[C:22]([F:23])=[CH:21][CH:20]=[CH:19][C:18]=2[F:24])=[CH:14][CH:15]=1)([C:4]([CH3:7])([CH3:6])[CH3:5])([CH3:3])[CH3:2]. The catalyst class is: 104. (5) Reactant: [Cl:1][C:2]1[CH:3]=[C:4]2[C:12](=[CH:13][C:14]=1[Cl:15])[N:11](S(C1C=CC(C)=CC=1)(=O)=O)[C:10]1[C:9]([C:31]([F:34])([F:33])[F:32])([O:26][Si](C)(C)C)[CH:8]([CH3:35])[CH2:7][CH2:6][C:5]2=1.[OH-].[K+].CCO. Product: [Cl:1][C:2]1[CH:3]=[C:4]2[C:12](=[CH:13][C:14]=1[Cl:15])[NH:11][C:10]1[C:9]([C:31]([F:32])([F:33])[F:34])([OH:26])[CH:8]([CH3:35])[CH2:7][CH2:6][C:5]2=1. The catalyst class is: 20. (6) Reactant: [NH2:1][CH2:2][C:3]([OH:5])=[O:4].C([O-])([O-])=O.[Na+].[Na+].[N+:12]([C:15]1[CH:23]=[C:22]([N+:24]([O-:26])=[O:25])[CH:21]=[CH:20][C:16]=1[C:17](Cl)=[O:18])([O-:14])=[O:13].Cl. Product: [N+:12]([C:15]1[CH:23]=[C:22]([N+:24]([O-:26])=[O:25])[CH:21]=[CH:20][C:16]=1[C:17]([NH:1][CH2:2][C:3]([OH:5])=[O:4])=[O:18])([O-:14])=[O:13]. The catalyst class is: 127. (7) Reactant: [CH3:1][C:2]1[N:11]([C:12]2[CH:17]=[CH:16][C:15]([O:18][CH2:19][CH2:20][CH2:21][N:22]3[CH2:27][CH2:26][CH2:25][CH2:24][CH2:23]3)=[CH:14][CH:13]=2)[C:10](=[O:28])[C:9]2[C:4](=[CH:5][CH:6]=[C:7](Br)[CH:8]=2)[N:3]=1.[C:30]1(B(O)O)[CH:35]=[CH:34][CH:33]=[CH:32][CH:31]=1.C(=O)([O-])[O-].[Na+].[Na+]. Product: [CH3:1][C:2]1[N:11]([C:12]2[CH:17]=[CH:16][C:15]([O:18][CH2:19][CH2:20][CH2:21][N:22]3[CH2:27][CH2:26][CH2:25][CH2:24][CH2:23]3)=[CH:14][CH:13]=2)[C:10](=[O:28])[C:9]2[C:4](=[CH:5][CH:6]=[C:7]([C:30]3[CH:35]=[CH:34][CH:33]=[CH:32][CH:31]=3)[CH:8]=2)[N:3]=1. The catalyst class is: 216. (8) Reactant: [Br:1][C:2]1[CH:3]=[C:4]2[C:9](Cl)=[C:8]([C:11]([NH2:13])=[O:12])[CH:7]=[N:6][N:5]2[CH:14]=1.[NH2:15][C@@H:16]1[CH2:21][CH2:20][N:19]([C:22]([O:24][C:25]([CH3:28])([CH3:27])[CH3:26])=[O:23])[CH2:18][C@H:17]1[CH2:29][CH3:30].CC(O)=O.CCN(C(C)C)C(C)C. Product: [Br:1][C:2]1[CH:3]=[C:4]2[C:9]([NH:15][C@@H:16]3[CH2:21][CH2:20][N:19]([C:22]([O:24][C:25]([CH3:27])([CH3:26])[CH3:28])=[O:23])[CH2:18][C@H:17]3[CH2:29][CH3:30])=[C:8]([C:11](=[O:12])[NH2:13])[CH:7]=[N:6][N:5]2[CH:14]=1. The catalyst class is: 39. (9) Reactant: P([O:13][CH2:14][CH2:15][N:16]([CH2:21][CH2:22][CH2:23][O:24][C:25]1[CH:34]=[C:33]2[C:28]([C:29]([NH:35][C:36]3[CH:40]=[C:39]([CH2:41][C:42]([NH:44][C:45]4[CH:50]=[C:49]([F:51])[CH:48]=[C:47]([F:52])[CH:46]=4)=[O:43])[NH:38][N:37]=3)=[N:30][CH:31]=[N:32]2)=[CH:27][C:26]=1[O:53][CH3:54])[CH2:17][CH:18]([CH3:20])[CH3:19])(OC(C)(C)C)(OC(C)(C)C)=O.ClCCCOC1C=C2C(C(NC3C=C(CC(NC4C=C(F)C=C(F)C=4)=O)NN=3)=NC=N2)=CC=1OC.[I-].[K+].C(NCCO)C(C)C. Product: [F:52][C:47]1[CH:46]=[C:45]([NH:44][C:42](=[O:43])[CH2:41][C:39]2[NH:38][N:37]=[C:36]([NH:35][C:29]3[C:28]4[C:33](=[CH:34][C:25]([O:24][CH2:23][CH2:22][CH2:21][N:16]([CH2:15][CH2:14][OH:13])[CH2:17][CH:18]([CH3:19])[CH3:20])=[C:26]([O:53][CH3:54])[CH:27]=4)[N:32]=[CH:31][N:30]=3)[CH:40]=2)[CH:50]=[C:49]([F:51])[CH:48]=1. The catalyst class is: 60.